From a dataset of Reaction yield outcomes from USPTO patents with 853,638 reactions. Predict the reaction yield, written as a fraction of the theoretical maximum amount of product (1.0 means a 100% yield; for example, 0.34 means a 34% yield). (1) The reactants are C1C=C(Cl)C=C(C(OO)=[O:9])C=1.[NH2:12][C@H:13]([CH2:31][C:32]1[CH:37]=[CH:36][C:35]([Cl:38])=[CH:34][CH:33]=1)[C:14]([N:16]1[CH2:21][CH2:20][N:19]([C:22]2[C:23]3[CH2:30][S:29][CH2:28][C:24]=3[N:25]=[CH:26][N:27]=2)[CH2:18][CH2:17]1)=[O:15]. The catalyst is C(Cl)Cl.CO. The product is [NH2:12][C@H:13]([CH2:31][C:32]1[CH:37]=[CH:36][C:35]([Cl:38])=[CH:34][CH:33]=1)[C:14]([N:16]1[CH2:21][CH2:20][N:19]([C:22]2[C:23]3[CH2:30][S:29](=[O:9])[CH2:28][C:24]=3[N:25]=[CH:26][N:27]=2)[CH2:18][CH2:17]1)=[O:15]. The yield is 0.170. (2) The reactants are [Cl:1][C:2]1[NH:3][C:4](I)=[C:5]([N+:7]([O-:9])=[O:8])[N:6]=1.C(N(CC)CC)C. The catalyst is C(O)C.[C].[Pd]. The product is [Cl:1][C:2]1[NH:3][CH:4]=[C:5]([N+:7]([O-:9])=[O:8])[N:6]=1. The yield is 0.841. (3) The reactants are C(OC([N:8]1[CH2:15][CH:14]2[N:16]([C:17](=[O:32])/[CH:18]=[CH:19]/[C:20]3[CH:25]=[CH:24][C:23]([Cl:26])=[CH:22][C:21]=3[NH:27][S:28]([CH3:31])(=[O:30])=[O:29])[CH:10]([CH2:11][N:12]([CH2:33][C:34]3[CH:39]=[CH:38][C:37]([F:40])=[CH:36][CH:35]=3)[CH2:13]2)[CH2:9]1)=O)(C)(C)C.C([O-])([O-])=O.[Na+].[Na+]. The catalyst is C(Cl)Cl.C(O)(C(F)(F)F)=O. The product is [Cl:26][C:23]1[CH:24]=[CH:25][C:20](/[CH:19]=[CH:18]/[C:17]([N:16]2[CH:14]3[CH2:15][NH:8][CH2:9][CH:10]2[CH2:11][N:12]([CH2:33][C:34]2[CH:35]=[CH:36][C:37]([F:40])=[CH:38][CH:39]=2)[CH2:13]3)=[O:32])=[C:21]([NH:27][S:28]([CH3:31])(=[O:30])=[O:29])[CH:22]=1. The yield is 0.580. (4) The reactants are [CH2:1]([O:8][C:9]1[CH:14]=[CH:13][C:12]([N+:15]([O-])=O)=[CH:11][C:10]=1[C:18]1[N:22]([CH3:23])[N:21]=[CH:20][C:19]=1[Br:24])[C:2]1[CH:7]=[CH:6][CH:5]=[CH:4][CH:3]=1.O.O.Cl[Sn]Cl. No catalyst specified. The product is [CH2:1]([O:8][C:9]1[CH:14]=[CH:13][C:12]([NH2:15])=[CH:11][C:10]=1[C:18]1[N:22]([CH3:23])[N:21]=[CH:20][C:19]=1[Br:24])[C:2]1[CH:3]=[CH:4][CH:5]=[CH:6][CH:7]=1. The yield is 0.390.